Dataset: Forward reaction prediction with 1.9M reactions from USPTO patents (1976-2016). Task: Predict the product of the given reaction. (1) Given the reactants [CH:1]([C:3]1[CH:4]=[C:5]([N:9]2[C:13]([NH:14][C:15]([NH:17][C:18]3[C:27]4[C:22](=[CH:23][CH:24]=[CH:25][CH:26]=4)[CH:21]=[CH:20][CH:19]=3)=[O:16])=[CH:12][C:11]([CH:28]([CH3:30])[CH3:29])=[N:10]2)[CH:6]=[CH:7][CH:8]=1)=[O:2].C[Si](C)(C)[C:33]([F:36])([F:35])[F:34].CCCC[N+](CCCC)(CCCC)CCCC.[F-], predict the reaction product. The product is: [CH:28]([C:11]1[CH:12]=[C:13]([NH:14][C:15]([NH:17][C:18]2[C:27]3[C:22](=[CH:23][CH:24]=[CH:25][CH:26]=3)[CH:21]=[CH:20][CH:19]=2)=[O:16])[N:9]([C:5]2[CH:6]=[CH:7][CH:8]=[C:3]([CH:1]([OH:2])[C:33]([F:36])([F:35])[F:34])[CH:4]=2)[N:10]=1)([CH3:30])[CH3:29]. (2) Given the reactants [OH:1][N:2]1[C:7]([CH3:9])([CH3:8])[CH2:6][CH:5]([O:10][CH2:11][CH:12]2[O:14][CH2:13]2)[CH2:4][C:3]1([CH3:16])[CH3:15].[CH3:17][NH:18][CH3:19], predict the reaction product. The product is: [OH:1][N:2]1[C:7]([CH3:9])([CH3:8])[CH2:6][CH:5]([O:10][CH2:11][CH:12]([OH:14])[CH2:13][N:18]([CH3:19])[CH3:17])[CH2:4][C:3]1([CH3:16])[CH3:15]. (3) Given the reactants [Cl:1][C:2]1[CH:11]=[C:10]2[C:5]([CH:6]=[CH:7][C:8]([CH3:12])=[N:9]2)=[C:4](O)[CH:3]=1.FC(F)(F)S(OC1C=CC=C2C=1C=CC(C)=N2)(=O)=O.CC1C=CC2C(=CC=CC=2[N:44]2[CH2:49][CH2:48][N:47](C(OC(C)(C)C)=O)[CH2:46][CH2:45]2)N=1.CC1C=CC2C(=CC=CC=2N2CCNCC2)N=1, predict the reaction product. The product is: [Cl:1][C:2]1[CH:11]=[C:10]2[C:5]([CH:6]=[CH:7][C:8]([CH3:12])=[N:9]2)=[C:4]([N:44]2[CH2:49][CH2:48][NH:47][CH2:46][CH2:45]2)[CH:3]=1. (4) Given the reactants [Li+].[OH-].[C:3]([O:7][C:8]([N:10]([CH3:50])[C@@H:11]([CH3:49])[C:12]([NH:14][C@H:15]1[C@H:21]([CH3:22])[O:20][C:19]2[CH:23]=[CH:24][CH:25]=[CH:26][C:18]=2[N:17]([CH2:27][C:28]2[C:36]3[C:31](=[CH:32][CH:33]=[CH:34][CH:35]=3)[N:30]([C:37]3[CH:45]=[CH:44][C:40]([C:41]([O-:43])=[O:42])=[CH:39][C:38]=3[C:46]#[N:47])[N:29]=2)[C:16]1=[O:48])=[O:13])=[O:9])([CH3:6])([CH3:5])[CH3:4].O.C(O)(=O)CC(CC(O)=O)(C(O)=O)O, predict the reaction product. The product is: [C:3]([O:7][C:8]([N:10]([CH3:50])[C@@H:11]([CH3:49])[C:12]([NH:14][C@H:15]1[C@H:21]([CH3:22])[O:20][C:19]2[CH:23]=[CH:24][CH:25]=[CH:26][C:18]=2[N:17]([CH2:27][C:28]2[C:36]3[C:31](=[CH:32][CH:33]=[CH:34][CH:35]=3)[N:30]([C:37]3[CH:45]=[CH:44][C:40]([C:41]([OH:43])=[O:42])=[CH:39][C:38]=3[C:46]#[N:47])[N:29]=2)[C:16]1=[O:48])=[O:13])=[O:9])([CH3:6])([CH3:4])[CH3:5]. (5) Given the reactants [N+:1]([C:4]1[CH:12]=[C:11]([C:13]([F:16])([F:15])[F:14])[CH:10]=[CH:9][C:5]=1[C:6](O)=[O:7])([O-:3])=[O:2].[CH3:17][NH:18][O:19][CH3:20].CN1CCOCC1.C[N+]1(C2N=C(OC)N=C(OC)N=2)CCOCC1.[Cl-], predict the reaction product. The product is: [CH3:20][O:19][N:18]([CH3:17])[C:6](=[O:7])[C:5]1[CH:9]=[CH:10][C:11]([C:13]([F:16])([F:15])[F:14])=[CH:12][C:4]=1[N+:1]([O-:3])=[O:2]. (6) Given the reactants FC(F)(F)S([O:6][C:7]1[C:12]2[O:13][CH:14]([CH2:17][O:18][S:19]([C:22]3[CH:27]=[CH:26][C:25]([CH3:28])=[CH:24][CH:23]=3)(=[O:21])=[O:20])[CH2:15]O[C:11]=2[CH:10]=[CH:9][CH:8]=1)(=O)=O.[Cl:31][C:32]1[CH:37]=[CH:36][C:35]([Cl:38])=[CH:34][C:33]=1B(O)O, predict the reaction product. The product is: [Cl:31][C:32]1[CH:37]=[CH:36][C:35]([Cl:38])=[CH:34][C:33]=1[C:11]1[C:12]2[O:13][CH:14]([CH2:17][O:18][S:19]([C:22]3[CH:23]=[CH:24][C:25]([CH3:28])=[CH:26][CH:27]=3)(=[O:20])=[O:21])[CH2:15][O:6][C:7]=2[CH:8]=[CH:9][CH:10]=1.